Regression. Given a peptide amino acid sequence and an MHC pseudo amino acid sequence, predict their binding affinity value. This is MHC class I binding data. From a dataset of Peptide-MHC class I binding affinity with 185,985 pairs from IEDB/IMGT. (1) The peptide sequence is VVDTFISYNR. The MHC is HLA-A11:01 with pseudo-sequence HLA-A11:01. The binding affinity (normalized) is 0.460. (2) The peptide sequence is TFMYVFSTF. The MHC is HLA-B08:01 with pseudo-sequence HLA-B08:01. The binding affinity (normalized) is 0.0847. (3) The peptide sequence is LKSEEKTP. The MHC is H-2-Kd with pseudo-sequence H-2-Kd. The binding affinity (normalized) is 0. (4) The binding affinity (normalized) is 0.0847. The peptide sequence is LFMSHVKSV. The MHC is HLA-A11:01 with pseudo-sequence HLA-A11:01.